This data is from Acute oral toxicity (LD50) regression data from Zhu et al.. The task is: Regression/Classification. Given a drug SMILES string, predict its toxicity properties. Task type varies by dataset: regression for continuous values (e.g., LD50, hERG inhibition percentage) or binary classification for toxic/non-toxic outcomes (e.g., AMES mutagenicity, cardiotoxicity, hepatotoxicity). Dataset: ld50_zhu. (1) The drug is CCC(=O)C1(N2CCCCC2)CCN(CCCC(=O)c2ccc(F)cc2)CC1. The rat oral LD50 is 2.70, given as -log10 of the dose in mol/kg body weight (higher means more acutely toxic). (2) The molecule is O=P(N1CC1)(N1CC1)N1CC1. The rat oral LD50 is 3.67, given as -log10 of the dose in mol/kg body weight (higher means more acutely toxic). (3) The compound is COP(=O)(OC)OC(C)=CC(=O)Oc1ccc(C)cc1. The rat oral LD50 is 3.23, given as -log10 of the dose in mol/kg body weight (higher means more acutely toxic).